Task: Predict the product of the given reaction.. Dataset: Forward reaction prediction with 1.9M reactions from USPTO patents (1976-2016) (1) Given the reactants Cl.[C:2]([C:6]1[S:7][C:8]2[C:13](=[O:14])[N:12]([C:15]3[CH:20]=[CH:19][CH:18]=[C:17]([C:21]4[CH:26]=[C:25]([NH:27][C:28]5[CH:32]=[C:31]([CH3:33])[N:30]([CH3:34])[N:29]=5)[C:24](=[O:35])[N:23](COCC[Si](C)(C)C)[N:22]=4)[C:16]=3[CH3:44])[CH2:11][C:9]=2[N:10]=1)([CH3:5])([CH3:4])[CH3:3].C1(OC)C=CC=CC=1, predict the reaction product. The product is: [C:2]([C:6]1[S:7][C:8]2[C:13](=[O:14])[N:12]([C:15]3[CH:20]=[CH:19][CH:18]=[C:17]([C:21]4[CH:26]=[C:25]([NH:27][C:28]5[CH:32]=[C:31]([CH3:33])[N:30]([CH3:34])[N:29]=5)[C:24](=[O:35])[NH:23][N:22]=4)[C:16]=3[CH3:44])[CH2:11][C:9]=2[N:10]=1)([CH3:5])([CH3:4])[CH3:3]. (2) Given the reactants C(=O)([O-])[O-].[Cs+].[Cs+].Br[C:8]1[CH:9]=[C:10]([C:15]2[O:16][C:17]([CH3:38])=[C:18]([CH2:20][CH2:21][O:22][C:23]3[CH:24]=[C:25]4[C:29](=[CH:30][CH:31]=3)[C@H:28]([CH2:32][C:33]([O:35][CH2:36][CH3:37])=[O:34])[CH2:27][CH2:26]4)[N:19]=2)[CH:11]=[CH:12][C:13]=1[CH3:14].[CH2:39]([NH2:46])[C:40]1[CH:45]=[CH:44][CH:43]=[CH:42][CH:41]=1, predict the reaction product. The product is: [CH2:39]([NH:46][C:8]1[CH:9]=[C:10]([C:15]2[O:16][C:17]([CH3:38])=[C:18]([CH2:20][CH2:21][O:22][C:23]3[CH:24]=[C:25]4[C:29](=[CH:30][CH:31]=3)[C@H:28]([CH2:32][C:33]([O:35][CH2:36][CH3:37])=[O:34])[CH2:27][CH2:26]4)[N:19]=2)[CH:11]=[CH:12][C:13]=1[CH3:14])[C:40]1[CH:45]=[CH:44][CH:43]=[CH:42][CH:41]=1. (3) The product is: [F:3][C:4]1[CH:5]=[CH:6][C:7]([C:10]2[C:14]([CH2:15][O:16][C:26]3[CH:35]=[CH:34][C:29]([C:30]([O:32][CH3:33])=[O:31])=[CH:28][N:27]=3)=[C:13](/[CH:17]=[CH:18]/[C:19]3[CH:20]=[CH:21][CH:22]=[CH:23][CH:24]=3)[O:12][N:11]=2)=[N:8][CH:9]=1. Given the reactants [H-].[Na+].[F:3][C:4]1[CH:5]=[CH:6][C:7]([C:10]2[C:14]([CH2:15][OH:16])=[C:13](/[CH:17]=[CH:18]/[C:19]3[CH:24]=[CH:23][CH:22]=[CH:21][CH:20]=3)[O:12][N:11]=2)=[N:8][CH:9]=1.Cl[C:26]1[CH:35]=[CH:34][C:29]([C:30]([O:32][CH3:33])=[O:31])=[CH:28][N:27]=1.[Cl-].[NH4+], predict the reaction product. (4) The product is: [ClH:22].[Br:1][C:2]1[CH:3]=[C:4]([C:10]([N:12]2[CH2:17][CH2:16][O:15][C:14]3[CH:18]=[CH:19][N:20]=[CH:21][C:13]2=3)=[O:11])[CH:5]=[C:6]([Br:9])[C:7]=1[OH:8]. Given the reactants [Br:1][C:2]1[CH:3]=[C:4]([C:10]([N:12]2[CH2:17][CH2:16][O:15][C:14]3[CH:18]=[CH:19][N:20]=[CH:21][C:13]2=3)=[O:11])[CH:5]=[C:6]([Br:9])[C:7]=1[OH:8].[ClH:22].O1CCOCC1, predict the reaction product. (5) Given the reactants [C:1]([C:3]1[CH:8]=[CH:7][C:6]([CH:9]2[CH2:14][CH2:13][N:12]([C:15]([C:17]3[CH:18]=[CH:19][C:20]([CH3:33])=[C:21]([NH:23][S:24]([CH:27]4[CH2:32][CH2:31][NH:30][CH2:29][CH2:28]4)(=[O:26])=[O:25])[CH:22]=3)=[O:16])[CH2:11][CH2:10]2)=[CH:5][CH:4]=1)#[N:2].[CH3:34][C:35]([CH3:37])=O.C([BH3-])#N, predict the reaction product. The product is: [C:1]([C:3]1[CH:4]=[CH:5][C:6]([CH:9]2[CH2:14][CH2:13][N:12]([C:15]([C:17]3[CH:18]=[CH:19][C:20]([CH3:33])=[C:21]([NH:23][S:24]([CH:27]4[CH2:28][CH2:29][N:30]([CH:35]([CH3:37])[CH3:34])[CH2:31][CH2:32]4)(=[O:26])=[O:25])[CH:22]=3)=[O:16])[CH2:11][CH2:10]2)=[CH:7][CH:8]=1)#[N:2]. (6) Given the reactants C([O:8][C:9]1[C:14](=[O:15])[N:13]2[CH2:16][CH2:17][CH2:18][CH2:19][C:12]2=[N:11][C:10]=1[C:20]([O:22][CH3:23])=[O:21])C1C=CC=CC=1, predict the reaction product. The product is: [OH:8][C:9]1[C:14](=[O:15])[N:13]2[CH2:16][CH2:17][CH2:18][CH2:19][C:12]2=[N:11][C:10]=1[C:20]([O:22][CH3:23])=[O:21]. (7) Given the reactants [CH3:1][O:2][C:3]1[C:4]([NH2:9])=[N:5][CH:6]=[CH:7][CH:8]=1.[C:10]1(C)C=[CH:14][CH:13]=[CH:12][CH:11]=1.[Cl:17][S:18]([C:21]1[CH:22]=[C:23]([CH:27]=[CH:28][CH:29]=1)[C:24](Cl)=[O:25])(=[O:20])=[O:19].C([O:33][CH2:34][CH3:35])(=O)C, predict the reaction product. The product is: [CH3:1][O:2][C:3]1[C:4]([N:9]([C:34]([C:35]2[CH:10]=[C:11]([S:18]([Cl:17])(=[O:20])=[O:19])[CH:12]=[CH:13][CH:14]=2)=[O:33])[C:24]([C:23]2[CH:22]=[C:21]([S:18]([Cl:17])(=[O:20])=[O:19])[CH:29]=[CH:28][CH:27]=2)=[O:25])=[N:5][CH:6]=[CH:7][CH:8]=1. (8) Given the reactants [CH3:1][C:2]1[C:3]([C:16]2[CH:17]=[C:18]([OH:22])[CH:19]=[CH:20][CH:21]=2)=[N:4][C:5]2[C:10]([N:11]=1)=[C:9]([C:12]([F:15])([F:14])[F:13])[CH:8]=[CH:7][CH:6]=2.F[C:24]1[CH:29]=[CH:28][CH:27]=[C:26]([S:30]([CH3:33])(=[O:32])=[O:31])[CH:25]=1.C([O-])([O-])=O.[K+].[K+], predict the reaction product. The product is: [CH3:1][C:2]1[C:3]([C:16]2[CH:21]=[CH:20][CH:19]=[C:18]([O:22][C:24]3[CH:29]=[CH:28][CH:27]=[C:26]([S:30]([CH3:33])(=[O:32])=[O:31])[CH:25]=3)[CH:17]=2)=[N:4][C:5]2[C:10]([N:11]=1)=[C:9]([C:12]([F:15])([F:14])[F:13])[CH:8]=[CH:7][CH:6]=2.